This data is from Forward reaction prediction with 1.9M reactions from USPTO patents (1976-2016). The task is: Predict the product of the given reaction. (1) Given the reactants [CH3:1][S:2]([N:5]1[CH2:10][CH2:9][O:8][C@H:7]([CH2:11][NH:12][C:13]2[C:22]3[C:17](=[N:18][CH:19]=[CH:20][N:21]=3)[CH:16]=[C:15]([C:23]3[CH:28]=[CH:27][C:26]([CH:29]4[CH2:34][CH2:33][NH:32][CH2:31][CH2:30]4)=[CH:25][CH:24]=3)[N:14]=2)[CH2:6]1)(=[O:4])=[O:3].C([O-])([O-])=O.[K+].[K+].I[CH2:42][CH3:43], predict the reaction product. The product is: [CH2:42]([N:32]1[CH2:33][CH2:34][CH:29]([C:26]2[CH:25]=[CH:24][C:23]([C:15]3[N:14]=[C:13]([NH:12][CH2:11][C@H:7]4[O:8][CH2:9][CH2:10][N:5]([S:2]([CH3:1])(=[O:3])=[O:4])[CH2:6]4)[C:22]4[C:17](=[N:18][CH:19]=[CH:20][N:21]=4)[CH:16]=3)=[CH:28][CH:27]=2)[CH2:30][CH2:31]1)[CH3:43]. (2) Given the reactants C([O:5][C:6](=O)[NH:7][C:8]1([C:14](=[O:32])[NH:15][C:16]2[CH:21]=[CH:20][C:19]([C:22]3[CH:27]=[CH:26][CH:25]=[CH:24][C:23]=3[S:28]([CH3:31])(=[O:30])=[O:29])=[CH:18][CH:17]=2)[CH2:13][CH2:12][CH2:11][CH2:10][CH2:9]1)(C)(C)C.C(O)(C(F)(F)F)=O.C(N(CC)CC)C.[Cl:48][C:49]1[CH:54]=[CH:53][C:52]([N:55]=C=O)=[CH:51][CH:50]=1, predict the reaction product. The product is: [CH3:31][S:28]([C:23]1[CH:24]=[CH:25][CH:26]=[CH:27][C:22]=1[C:19]1[CH:18]=[CH:17][C:16]([NH:15][C:14]([C:8]2([NH:7][C:6]([NH:55][C:52]3[CH:53]=[CH:54][C:49]([Cl:48])=[CH:50][CH:51]=3)=[O:5])[CH2:13][CH2:12][CH2:11][CH2:10][CH2:9]2)=[O:32])=[CH:21][CH:20]=1)(=[O:29])=[O:30]. (3) Given the reactants [OH-].[Na+].C(O)(=O)C(C(C(O)=O)O)O.[OH:13][C@@H:14]1[C:20]2[CH:21]=[CH:22][CH:23]=[CH:24][C:19]=2[N:18]([C:25]([NH2:27])=[O:26])[C:17]2[CH:28]=[CH:29][CH:30]=[CH:31][C:16]=2[CH2:15]1.Cl, predict the reaction product. The product is: [OH:13][C@@H:14]1[C:20]2[CH:21]=[CH:22][CH:23]=[CH:24][C:19]=2[N:18]([C:25]([NH2:27])=[O:26])[C:17]2[CH:28]=[CH:29][CH:30]=[CH:31][C:16]=2[CH2:15]1. (4) Given the reactants [CH2:1]([N:5]1[C:10](=[O:11])[CH:9]=[C:8]2[C:12]([CH3:16])([CH3:15])[CH2:13][NH:14][C:7]2=[CH:6]1)[CH:2]([CH3:4])[CH3:3].[CH2:17](Br)[C:18]1C=CC=C[CH:19]=1, predict the reaction product. The product is: [CH2:1]([N:5]1[C:10](=[O:11])[CH:9]=[C:8]2[C:12]([CH3:16])([CH3:15])[CH2:13][NH:14][C:7]2=[CH:6]1)[C:2]1[CH:4]=[CH:19][CH:18]=[CH:17][CH:3]=1.